The task is: Predict the product of the given reaction.. This data is from Forward reaction prediction with 1.9M reactions from USPTO patents (1976-2016). (1) The product is: [Br:28][C:12]1[C:13]([NH2:27])=[N:14][C:15]([CH3:26])=[C:16]([C:17]2[C:22]([F:23])=[CH:21][C:20]([F:24])=[CH:19][C:18]=2[F:25])[C:11]=1[C:5]1[CH:6]=[C:7]([O:9][CH3:10])[CH:8]=[C:3]([O:2][CH3:1])[CH:4]=1. Given the reactants [CH3:1][O:2][C:3]1[CH:4]=[C:5]([C:11]2[C:16]([C:17]3[C:22]([F:23])=[CH:21][C:20]([F:24])=[CH:19][C:18]=3[F:25])=[C:15]([CH3:26])[N:14]=[C:13]([NH2:27])[CH:12]=2)[CH:6]=[C:7]([O:9][CH3:10])[CH:8]=1.[Br:28]N1C(=O)CCC1=O, predict the reaction product. (2) Given the reactants Br[C:2]1[CH:3]=[CH:4][C:5]2[O:24][CH2:23][C:8]3([C:16]4[C:11](=[CH:12][CH:13]=[CH:14][CH:15]=4)[N:10]([CH2:17][CH2:18][CH2:19][CH2:20][CH3:21])[C:9]3=[O:22])[C:6]=2[CH:7]=1.Br[C:43]1[CH:42]=[CH:41]C=[C:39]2[C:44]=1C1(C3C=C(F)C(F)=CC=3OC1)C(=O)[N:38]2CC([NH:38][C:39]1[CH:44]=[CH:43][CH:42]=[CH:41]C=1F)=O.N1C=CC(B(O)O)=CC=1.N1C=C(B(O)O)C=NC=1, predict the reaction product. The product is: [CH2:17]([N:10]1[C:11]2[C:16](=[CH:15][CH:14]=[CH:13][CH:12]=2)[C:8]2([C:6]3[CH:7]=[C:2]([C:43]4[CH:44]=[CH:39][N:38]=[CH:41][CH:42]=4)[CH:3]=[CH:4][C:5]=3[O:24][CH2:23]2)[C:9]1=[O:22])[CH2:18][CH2:19][CH2:20][CH3:21]. (3) Given the reactants [CH3:1][CH:2]([N:4]1[CH:8]=[C:7]([C:9]([O:11][CH3:12])=[O:10])[C:6]([CH3:13])=[N:5]1)[CH3:3].C([Li])CCC.[I:19]I, predict the reaction product. The product is: [I:19][C:8]1[N:4]([CH:2]([CH3:1])[CH3:3])[N:5]=[C:6]([CH3:13])[C:7]=1[C:9]([O:11][CH3:12])=[O:10]. (4) Given the reactants [CH2:1]([O:8][C@H:9]1[CH2:13][CH2:12][CH2:11][C@H:10]1[C:14]([O:16]CC)=[O:15])[C:2]1[CH:7]=[CH:6][CH:5]=[CH:4][CH:3]=1.[OH-].[Li+], predict the reaction product. The product is: [CH2:1]([O:8][C@H:9]1[CH2:13][CH2:12][CH2:11][C@H:10]1[C:14]([OH:16])=[O:15])[C:2]1[CH:7]=[CH:6][CH:5]=[CH:4][CH:3]=1. (5) Given the reactants [CH2:1]([C:3]1[O:4][C:5]2[C:11]([C:12]([O:14][CH3:15])=[O:13])=[C:10]([CH2:16][C:17]([CH3:19])=[CH2:18])[C:9]([OH:20])=[CH:8][C:6]=2[CH:7]=1)[CH3:2], predict the reaction product. The product is: [CH2:1]([C:3]1[O:4][C:5]2[C:11]([C:12]([O:14][CH3:15])=[O:13])=[C:10]3[CH2:16][C:17]([CH3:19])([CH3:18])[O:20][C:9]3=[CH:8][C:6]=2[CH:7]=1)[CH3:2]. (6) Given the reactants Cl.[NH2:2][CH2:3][CH2:4][N:5]([CH2:18][CH2:19][C:20]1[CH:25]=[CH:24][C:23]([Cl:26])=[CH:22][CH:21]=1)[CH:6]1[CH2:11][CH2:10][N:9]([C:12]([O:14][CH2:15][CH:16]=[CH2:17])=[O:13])[CH2:8][CH2:7]1.CCN(C(C)C)C(C)C.[C:36](Cl)(=[O:43])[C:37]1[CH:42]=[CH:41][CH:40]=[CH:39][CH:38]=1, predict the reaction product. The product is: [C:36]([NH:2][CH2:3][CH2:4][N:5]([CH2:18][CH2:19][C:20]1[CH:25]=[CH:24][C:23]([Cl:26])=[CH:22][CH:21]=1)[CH:6]1[CH2:7][CH2:8][N:9]([C:12]([O:14][CH2:15][CH:16]=[CH2:17])=[O:13])[CH2:10][CH2:11]1)(=[O:43])[C:37]1[CH:42]=[CH:41][CH:40]=[CH:39][CH:38]=1. (7) The product is: [Br:20][CH2:21][CH2:22][CH2:23][N:10]1[CH2:11][C:12]2[CH:17]=[CH:16][CH:15]=[CH:14][C:13]=2[N:8]([C:3]2[CH:4]=[CH:5][CH:6]=[CH:7][C:2]=2[F:1])[S:9]1(=[O:19])=[O:18]. Given the reactants [F:1][C:2]1[CH:7]=[CH:6][CH:5]=[CH:4][C:3]=1[N:8]1[C:13]2[CH:14]=[CH:15][CH:16]=[CH:17][C:12]=2[CH2:11][NH:10][S:9]1(=[O:19])=[O:18].[Br:20][CH2:21][CH2:22][CH2:23]O, predict the reaction product. (8) The product is: [C:20]([CH2:21][C:2]1[CH:7]=[CH:6][C:5]([C@@H:8]([NH:10][S@@:11]([C:13]([CH3:16])([CH3:15])[CH3:14])=[O:12])[CH3:9])=[C:4]([F:17])[CH:3]=1)#[N:19]. Given the reactants Br[C:2]1[CH:7]=[CH:6][C:5]([C@@H:8]([NH:10][S@@:11]([C:13]([CH3:16])([CH3:15])[CH3:14])=[O:12])[CH3:9])=[C:4]([F:17])[CH:3]=1.O1C=[C:21](B2OC(C)(C)C(C)(C)O2)[CH:20]=[N:19]1.C(Cl)Cl.[F-].[K+], predict the reaction product.